Dataset: Full USPTO retrosynthesis dataset with 1.9M reactions from patents (1976-2016). Task: Predict the reactants needed to synthesize the given product. (1) The reactants are: [CH3:1][N:2]([CH3:33])[C:3]1[CH:8]=[CH:7][C:6]([CH2:9][N:10]([C:24]2[CH:29]=[CH:28][C:27]([CH:30]([CH3:32])[CH3:31])=[CH:26][CH:25]=2)[C:11]([CH:13]2[C:22]3[C:17](=[C:18]([OH:23])[CH:19]=[CH:20][CH:21]=3)[CH2:16][CH2:15][CH2:14]2)=[O:12])=[CH:5][CH:4]=1.Cl.Cl[CH2:36][CH2:37][N:38]([CH3:40])[CH3:39]. Given the product [CH3:39][N:38]([CH3:40])[CH2:37][CH2:36][O:23][C:18]1[CH:19]=[CH:20][CH:21]=[C:22]2[C:17]=1[CH2:16][CH2:15][CH2:14][CH:13]2[C:11]([N:10]([CH2:9][C:6]1[CH:7]=[CH:8][C:3]([N:2]([CH3:33])[CH3:1])=[CH:4][CH:5]=1)[C:24]1[CH:29]=[CH:28][C:27]([CH:30]([CH3:31])[CH3:32])=[CH:26][CH:25]=1)=[O:12], predict the reactants needed to synthesize it. (2) Given the product [Cl:1][C:2]1[CH:7]=[CH:6][CH:5]=[CH:4][C:3]=1[C@H:8]([O:10][C:11]1[CH:15]=[C:14]([N:16]2[C:20]3[CH:21]=[CH:22][C:23]([C:25]4[CH:26]=[N:27][C:28]([NH:35][CH2:36][CH2:37][N:38]5[CH2:43][CH2:42][O:41][CH2:40][CH2:39]5)=[N:29][CH:30]=4)=[CH:24][C:19]=3[N:18]=[CH:17]2)[S:13][C:12]=1[C:32]([NH2:34])=[O:33])[CH3:9], predict the reactants needed to synthesize it. The reactants are: [Cl:1][C:2]1[CH:7]=[CH:6][CH:5]=[CH:4][C:3]=1[C@H:8]([O:10][C:11]1[CH:15]=[C:14]([N:16]2[C:20]3[CH:21]=[CH:22][C:23]([C:25]4[CH:26]=[N:27][C:28](Cl)=[N:29][CH:30]=4)=[CH:24][C:19]=3[N:18]=[CH:17]2)[S:13][C:12]=1[C:32]([NH2:34])=[O:33])[CH3:9].[NH2:35][CH2:36][CH2:37][N:38]1[CH2:43][CH2:42][O:41][CH2:40][CH2:39]1. (3) Given the product [CH2:13]([Si:16]([CH2:25][CH:26]=[CH2:27])([CH2:22][CH:23]=[CH2:24])[CH2:17][CH2:18][CH2:19][Si:3]([O:2][CH3:1])([CH3:5])[CH3:4])[CH:14]=[CH2:15], predict the reactants needed to synthesize it. The reactants are: [CH3:1][O:2][Si:3](OC)([CH3:5])[CH3:4].C(OCC)C.[CH2:13]([Si:16]([CH2:25][CH:26]=[CH2:27])([CH2:22][CH:23]=[CH2:24])[CH2:17][CH2:18][CH2:19][Mg]Br)[CH:14]=[CH2:15].Cl. (4) Given the product [NH2:10][CH2:9][C:8]1[C:3]([OH:2])=[N:4][C:5]([CH3:20])=[CH:6][C:7]=1[O:18][CH3:19], predict the reactants needed to synthesize it. The reactants are: C[O:2][C:3]1[C:8]([CH2:9][NH:10]C(=O)OC(C)(C)C)=[C:7]([O:18][CH3:19])[CH:6]=[C:5]([CH3:20])[N:4]=1. (5) Given the product [CH3:1][O:2][CH2:3][C:4]1[C:5]([C:6]([O:8][CH3:9])=[O:7])=[CH:11][N:29]([C:26]2[CH:25]=[CH:24][C:23]([O:22][C:21]([F:31])([F:32])[F:20])=[CH:28][CH:27]=2)[N:30]=1, predict the reactants needed to synthesize it. The reactants are: [CH3:1][O:2][CH2:3][C:4](=O)[CH2:5][C:6]([O:8][CH3:9])=[O:7].[CH3:11]OC(OC)N(C)C.Cl.[F:20][C:21]([F:32])([F:31])[O:22][C:23]1[CH:28]=[CH:27][C:26]([NH:29][NH2:30])=[CH:25][CH:24]=1. (6) Given the product [CH:2]([C:12]1([S:15]([NH2:18])(=[O:17])=[O:16])[CH2:14][CH2:13]1)=[C:1]([CH3:4])[CH3:3].[C:1]([NH:5][C:6](=[O:7])[O-:8])([CH3:4])([CH3:3])[CH3:2], predict the reactants needed to synthesize it. The reactants are: [C:1]([NH:5][C:6](=[O:8])[OH:7])([CH3:4])([CH3:3])[CH3:2].COC[C:12]1([S:15]([NH2:18])(=[O:17])=[O:16])[CH2:14][CH2:13]1.C(Br)C(C)C. (7) Given the product [NH2:45][CH2:44][C:34]1([C:32]2[S:33][C:29]([C:14]3[CH:15]=[C:16]([NH:18][C:19]4[N:24]=[C:23]([C:25]([F:26])([F:28])[F:27])[CH:22]=[CH:21][N:20]=4)[CH:17]=[C:12]([CH3:11])[CH:13]=3)=[CH:30][N:31]=2)[CH2:43][CH2:42][C:37]2([O:38][CH2:39][CH2:40][O:41]2)[CH2:36][CH2:35]1, predict the reactants needed to synthesize it. The reactants are: [H-].C([Al+]CC(C)C)C(C)C.[CH3:11][C:12]1[CH:13]=[C:14]([C:29]2[S:33][C:32]([C:34]3([C:44]#[N:45])[CH2:43][CH2:42][C:37]4([O:41][CH2:40][CH2:39][O:38]4)[CH2:36][CH2:35]3)=[N:31][CH:30]=2)[CH:15]=[C:16]([NH:18][C:19]2[N:24]=[C:23]([C:25]([F:28])([F:27])[F:26])[CH:22]=[CH:21][N:20]=2)[CH:17]=1.CC(C[AlH]CC(C)C)C.